Predict the reactants needed to synthesize the given product. From a dataset of Retrosynthesis with 50K atom-mapped reactions and 10 reaction types from USPTO. (1) Given the product CN1C(=O)OCc2c(F)c(N)cc(F)c21, predict the reactants needed to synthesize it. The reactants are: CN1C(=O)OCc2c(F)c([N+](=O)[O-])cc(F)c21. (2) Given the product CCCC(=O)Nc1ccc(C=CCN2CCC(=C3c4ccccc4C=Cc4ccccc43)CC2)cc1, predict the reactants needed to synthesize it. The reactants are: CCCC(=O)O.Nc1ccc(C=CCN2CCC(=C3c4ccccc4C=Cc4ccccc43)CC2)cc1. (3) The reactants are: Cn1ncc2cc(Br)cnc21.N=C(c1ccccc1)c1ccccc1. Given the product Cn1ncc2cc(N=C(c3ccccc3)c3ccccc3)cnc21, predict the reactants needed to synthesize it. (4) Given the product CC(C)(C)OC(=O)Nc1cccc(NCCSc2cccc(Nc3nc(Cl)ncc3Cl)c2)c1, predict the reactants needed to synthesize it. The reactants are: CC(C)(C)OC(=O)Nc1cccc(N)c1.CS(=O)(=O)OCCSc1cccc(Nc2nc(Cl)ncc2Cl)c1. (5) Given the product CC(C)c1c(Sc2cccc(Cl)c2)nc(CO)n1C, predict the reactants needed to synthesize it. The reactants are: CC(C)c1c(Sc2cccc(Cl)c2)nc(COCc2ccccc2)n1C.